From a dataset of CYP2C9 inhibition data for predicting drug metabolism from PubChem BioAssay. Regression/Classification. Given a drug SMILES string, predict its absorption, distribution, metabolism, or excretion properties. Task type varies by dataset: regression for continuous measurements (e.g., permeability, clearance, half-life) or binary classification for categorical outcomes (e.g., BBB penetration, CYP inhibition). Dataset: cyp2c9_veith. (1) The compound is COC(=O)/C(=C\C(=O)c1ccccc1)Nc1cccc(C(F)(F)F)c1. The result is 1 (inhibitor). (2) The drug is O=C(O)CN1CCN(Cc2ccccc2Cl)C1=O. The result is 0 (non-inhibitor).